From a dataset of Retrosynthesis with 50K atom-mapped reactions and 10 reaction types from USPTO. Predict the reactants needed to synthesize the given product. Given the product CCCc1nc(COC)cc(=O)n1Cc1ccc(-c2ccccc2C#N)cc1, predict the reactants needed to synthesize it. The reactants are: CCCc1nc(COC)cc(=O)[nH]1.N#Cc1ccccc1-c1ccc(CBr)cc1.